This data is from Forward reaction prediction with 1.9M reactions from USPTO patents (1976-2016). The task is: Predict the product of the given reaction. Given the reactants [CH2:1]([O:8][CH2:9][CH:10]([CH2:12][O:13][Si:14]([C:17]([CH3:20])([CH3:19])[CH3:18])([CH3:16])[CH3:15])[OH:11])[C:2]1[CH:7]=[CH:6][CH:5]=[CH:4][CH:3]=1.[H-].[Na+].[CH3:23]I, predict the reaction product. The product is: [CH2:1]([O:8][CH2:9][CH:10]([CH2:12][O:13][Si:14]([C:17]([CH3:20])([CH3:19])[CH3:18])([CH3:15])[CH3:16])[O:11][CH3:23])[C:2]1[CH:7]=[CH:6][CH:5]=[CH:4][CH:3]=1.